From a dataset of Catalyst prediction with 721,799 reactions and 888 catalyst types from USPTO. Predict which catalyst facilitates the given reaction. (1) Reactant: [CH2:1]([O:3][C:4]([N:6]1[C:15]2[C:10](=[N:11][C:12]([O:16][CH3:17])=[CH:13][CH:14]=2)[C@@H:9]([NH:18][C:19]2[N:24]=[CH:23][C:22]([Br:25])=[CH:21][N:20]=2)[CH2:8][C@H:7]1[CH3:26])=[O:5])[CH3:2].[H-].[Na+].[F:29][C:30]([F:44])([F:43])[C:31]1[CH:32]=[C:33]([CH:36]=[C:37]([C:39]([F:42])([F:41])[F:40])[CH:38]=1)[CH2:34]Br.O. Product: [CH2:1]([O:3][C:4]([N:6]1[C:15]2[C:10](=[N:11][C:12]([O:16][CH3:17])=[CH:13][CH:14]=2)[C@@H:9]([NH:18][C:19]2[N:20]=[C:21]([CH2:34][C:33]3[CH:36]=[C:37]([C:39]([F:41])([F:42])[F:40])[CH:38]=[C:31]([C:30]([F:29])([F:43])[F:44])[CH:32]=3)[C:22]([Br:25])=[CH:23][N:24]=2)[CH2:8][C@H:7]1[CH3:26])=[O:5])[CH3:2]. The catalyst class is: 42. (2) Reactant: [NH2:1][C:2]1[C:7]([F:8])=[C:6]([C:9]2[C:17]3[O:16][C:15]([F:19])([F:18])[O:14][C:13]=3[C:12]([Si](C)(C)C)=[CH:11][CH:10]=2)[N:5]=[C:4]([C:24]([O:26][CH3:27])=[O:25])[C:3]=1[Cl:28].[Br:29]Br.OS([O-])=O.[Na+]. Product: [NH2:1][C:2]1[C:7]([F:8])=[C:6]([C:9]2[C:17]3[O:16][C:15]([F:19])([F:18])[O:14][C:13]=3[C:12]([Br:29])=[CH:11][CH:10]=2)[N:5]=[C:4]([C:24]([O:26][CH3:27])=[O:25])[C:3]=1[Cl:28]. The catalyst class is: 26. (3) Reactant: C1COCC1.[CH:6]1[C:15]2[C:10](=[CH:11][CH:12]=[CH:13][CH:14]=2)[CH:9]=[CH:8][C:7]=1[Mg]Br.Cl[C:19]1[CH:24]=[CH:23][CH:22]=[CH:21][C:20]=1[O:25][CH3:26].C1(C)C=CC=CC=1. Product: [CH3:26][O:25][C:20]1[CH:21]=[CH:22][CH:23]=[CH:24][C:19]=1[C:7]1[CH:8]=[CH:9][C:10]2[C:15](=[CH:14][CH:13]=[CH:12][CH:11]=2)[CH:6]=1. The catalyst class is: 81. (4) Reactant: C(OC([N:8]1[CH2:13][CH2:12][C:11]([CH2:16][C:17]2[CH:22]=[CH:21][C:20]([Cl:23])=[CH:19][CH:18]=2)([C:14]#[N:15])[CH2:10][CH2:9]1)=O)(C)(C)C.Cl. Product: [Cl:23][C:20]1[CH:21]=[CH:22][C:17]([CH2:16][C:11]2([CH2:14][NH2:15])[CH2:12][CH2:13][NH:8][CH2:9][CH2:10]2)=[CH:18][CH:19]=1. The catalyst class is: 71. (5) Reactant: [CH2:1]([O:8][C:9]([NH:11][NH2:12])=[O:10])[C:2]1[CH:7]=[CH:6][CH:5]=[CH:4][CH:3]=1.C(N(CC)CC)C.[C:20]([O:23][CH2:24][C:25](Cl)=[O:26])(=[O:22])[CH3:21].O. Product: [CH2:1]([O:8][C:9]([NH:11][NH:12][C:25](=[O:26])[CH2:24][O:23][C:20](=[O:22])[CH3:21])=[O:10])[C:2]1[CH:7]=[CH:6][CH:5]=[CH:4][CH:3]=1. The catalyst class is: 4.